This data is from Peptide-MHC class I binding affinity with 185,985 pairs from IEDB/IMGT. The task is: Regression. Given a peptide amino acid sequence and an MHC pseudo amino acid sequence, predict their binding affinity value. This is MHC class I binding data. (1) The peptide sequence is VTDYVHEGV. The MHC is HLA-A02:06 with pseudo-sequence HLA-A02:06. The binding affinity (normalized) is 0.436. (2) The peptide sequence is KIRNRIERL. The MHC is HLA-B27:05 with pseudo-sequence HLA-B27:05. The binding affinity (normalized) is 0.0847. (3) The peptide sequence is LSYSAGAL. The MHC is H-2-Kb with pseudo-sequence H-2-Kb. The binding affinity (normalized) is 0.725. (4) The peptide sequence is DVGCLLTDT. The MHC is HLA-A02:01 with pseudo-sequence HLA-A02:01. The binding affinity (normalized) is 0. (5) The peptide sequence is VLDMCAALK. The MHC is HLA-A68:01 with pseudo-sequence HLA-A68:01. The binding affinity (normalized) is 0.276.